Dataset: Reaction yield outcomes from USPTO patents with 853,638 reactions. Task: Predict the reaction yield, written as a fraction of the theoretical maximum amount of product (1.0 means a 100% yield; for example, 0.34 means a 34% yield). (1) The reactants are [Br:1][C:2]1[CH:17]=[CH:16][C:5]2[N:6]=[C:7]([O:9][CH:10]3[CH2:15][CH2:14][NH:13][CH2:12][CH2:11]3)[S:8][C:4]=2[CH:3]=1.Br[C:19]1[S:20][C:21]([CH3:24])=[N:22][N:23]=1.C(=O)([O-])[O-].[K+].[K+]. The catalyst is CN(C=O)C.O. The product is [Br:1][C:2]1[CH:17]=[CH:16][C:5]2[N:6]=[C:7]([O:9][CH:10]3[CH2:11][CH2:12][N:13]([C:19]4[S:20][C:21]([CH3:24])=[N:22][N:23]=4)[CH2:14][CH2:15]3)[S:8][C:4]=2[CH:3]=1. The yield is 0.580. (2) The reactants are [Cl:1][C:2]1[CH:3]=[C:4]2[C:9](=[CH:10][C:11]=1[OH:12])[O:8][CH:7]=[C:6]([C:13]1[CH:18]=[CH:17][C:16]([OH:19])=[CH:15][CH:14]=1)[C:5]2=[O:20].[C:21](OC(=O)C)(=[O:23])[CH3:22].[CH3:28][C:29](CC(O)=O)=[O:30]. The catalyst is N1C=CC=CC=1. The product is [Cl:1][C:2]1[CH:3]=[C:4]2[C:9](=[CH:10][C:11]=1[O:12][C:21](=[O:23])[CH3:22])[O:8][CH:7]=[C:6]([C:13]1[CH:18]=[CH:17][C:16]([O:19][C:29](=[O:30])[CH3:28])=[CH:15][CH:14]=1)[C:5]2=[O:20]. The yield is 0.750. (3) The reactants are ClC1N=[C:9](Cl)[CH:8]=[CH:7][C:3]=1[C:4](N)=O.[Cl:12][C:13]1[CH:21]=[CH:20][C:16]([C:17]([NH2:19])=[O:18])=[C:15]([NH:22][CH2:23][CH2:24][O:25][CH3:26])[N:14]=1.[CH2:27](N(CC)CC)C. The catalyst is C(#N)C. The product is [CH2:26]([O:25][CH2:24][CH2:23][NH:22][C:15]1[N:14]=[C:13]([Cl:12])[CH:21]=[CH:20][C:16]=1[C:17]([NH2:19])=[O:18])[C:4]1[CH:3]=[CH:7][CH:8]=[CH:9][CH:27]=1. The yield is 0.783. (4) The reactants are [C:1]([Br:5])(Br)(Br)Br.C1(P(C2C=CC=CC=2)C2C=CC=CC=2)C=CC=CC=1.[C:25]([O:29][C:30]([C@@:32]1([CH2:47]CO)[CH:36]([F:37])[C:35](=[O:38])[N:34]([C@@H:39]([C:41]2[CH:46]=[CH:45][CH:44]=[CH:43][CH:42]=2)[CH3:40])[CH2:33]1)=[O:31])([CH3:28])([CH3:27])[CH3:26]. The catalyst is ClCCl. The product is [C:25]([O:29][C:30]([C@@:32]1([CH2:47][CH2:1][Br:5])[CH:36]([F:37])[C:35](=[O:38])[N:34]([C@@H:39]([C:41]2[CH:42]=[CH:43][CH:44]=[CH:45][CH:46]=2)[CH3:40])[CH2:33]1)=[O:31])([CH3:26])([CH3:27])[CH3:28]. The yield is 0.910. (5) The reactants are [N:1]12[CH2:8][CH2:7][C:4]([C:9]([C:17]3[CH:22]=[CH:21][CH:20]=[CH:19][CH:18]=3)([C:11]3[CH:16]=[CH:15][CH:14]=[CH:13][CH:12]=3)[OH:10])([CH2:5][CH2:6]1)[CH2:3][CH2:2]2.[CH3:23][C:24]1[CH:29]=[CH:28][CH:27]=[CH:26][C:25]=1[O:30][CH2:31][CH2:32][CH2:33][Br:34]. The yield is 0.765. The product is [Br-:34].[OH:10][C:9]([C:17]1[CH:22]=[CH:21][CH:20]=[CH:19][CH:18]=1)([C:11]1[CH:12]=[CH:13][CH:14]=[CH:15][CH:16]=1)[C:4]12[CH2:5][CH2:6][N+:1]([CH2:33][CH2:32][CH2:31][O:30][C:25]3[CH:26]=[CH:27][CH:28]=[CH:29][C:24]=3[CH3:23])([CH2:2][CH2:3]1)[CH2:8][CH2:7]2. The catalyst is CC#N. (6) The product is [CH:1]1([CH2:7][C:8]([NH:24][C:22]2[CH:21]=[N:20][N:19]([CH2:18][C:17]3[C:13]([CH3:12])=[N:14][O:15][C:16]=3[CH3:25])[CH:23]=2)=[O:10])[CH2:2][CH2:3][CH2:4][CH2:5][CH2:6]1. The yield is 0.170. No catalyst specified. The reactants are [CH:1]1([CH2:7][C:8]([OH:10])=O)[CH2:6][CH2:5][CH2:4][CH2:3][CH2:2]1.Cl.[CH3:12][C:13]1[C:17]([CH2:18][N:19]2[CH:23]=[C:22]([NH2:24])[CH:21]=[N:20]2)=[C:16]([CH3:25])[O:15][N:14]=1. (7) The reactants are [NH:1]1[C:10]2[C:5](=[CH:6][CH:7]=[CH:8][CH:9]=2)[CH2:4][CH2:3][C:2]1=[O:11].[H-].[Na+].Cl[C:15]([O:17][CH2:18][C:19]1[CH:24]=[CH:23][CH:22]=[CH:21][CH:20]=1)=[O:16].O. The catalyst is O1CCCC1.CN(C1C=CN=CC=1)C.CCCCCC.C(OCC)(=O)C. The product is [O:11]=[C:2]1[CH2:3][CH2:4][C:5]2[C:10](=[CH:9][CH:8]=[CH:7][CH:6]=2)[N:1]1[C:15]([O:17][CH2:18][C:19]1[CH:24]=[CH:23][CH:22]=[CH:21][CH:20]=1)=[O:16]. The yield is 0.760. (8) The reactants are [CH3:1][C:2]1[CH:3]=[C:4]([OH:11])[CH:5]=[CH:6][C:7]=1[N+:8]([O-:10])=[O:9].Br[CH2:13][CH2:14][CH2:15][CH2:16][CH2:17][CH2:18][CH2:19][CH2:20][CH2:21][CH3:22].C(=O)([O-])[O-].[K+].[K+].O. The catalyst is CN(C)C=O. The product is [CH3:1][C:2]1[CH:3]=[C:4]([O:11][CH2:13][CH2:14][CH2:15][CH2:16][CH2:17][CH2:18][CH2:19][CH2:20][CH2:21][CH3:22])[CH:5]=[CH:6][C:7]=1[N+:8]([O-:10])=[O:9]. The yield is 1.00. (9) The catalyst is CCOC(C)=O.CCO.[Pd]. The product is [NH2:12][C@H:3]([CH:2]([CH3:23])[CH3:1])[C:4]([NH:5][CH2:6][C:7]([F:8])([F:9])[F:10])=[O:11]. The yield is 0.650. The reactants are [CH3:1][CH:2]([CH3:23])[C@@H:3]([NH:12]C(=O)OCC1C=CC=CC=1)[C:4](=[O:11])[NH:5][CH2:6][C:7]([F:10])([F:9])[F:8].[H][H]. (10) The reactants are [CH2:1]([O:3][C:4](=[O:14])[NH:5][C:6]1[CH:11]=[CH:10][C:9]([CH:12]=O)=[CH:8][CH:7]=1)[CH3:2].[Cl:15][C:16]1[CH:22]=[CH:21][C:19]([NH2:20])=[CH:18][CH:17]=1.C([BH3-])#N.[Na+].C(=O)([O-])O.[Na+]. The catalyst is C(O)C. The product is [CH2:1]([O:3][C:4](=[O:14])[NH:5][C:6]1[CH:11]=[CH:10][C:9]([CH2:12][NH:20][C:19]2[CH:21]=[CH:22][C:16]([Cl:15])=[CH:17][CH:18]=2)=[CH:8][CH:7]=1)[CH3:2]. The yield is 0.730.